From a dataset of Forward reaction prediction with 1.9M reactions from USPTO patents (1976-2016). Predict the product of the given reaction. (1) Given the reactants [F:1][C:2]1[CH:3]=[CH:4][C:5]([O:32]C)=[C:6]([C:8]([CH3:31])([CH3:30])[CH2:9][C:10]([C:26]([F:29])([F:28])[F:27])([OH:25])[CH2:11][NH:12][C:13]2[CH:22]=[CH:21][C:20]([F:23])=[C:19]3[C:14]=2[CH:15]=[N:16][C:17]([CH3:24])=[N:18]3)[CH:7]=1.B(Br)(Br)Br.C(Cl)Cl.CCCCCC.CC([OH:50])C, predict the reaction product. The product is: [F:1][C:2]1[CH:3]=[CH:4][C:5]([O:32][OH:50])=[C:6]([C:8]([CH3:31])([CH3:30])[CH2:9][C:10]([C:26]([F:29])([F:28])[F:27])([OH:25])[CH2:11][NH:12][C:13]2[CH:22]=[CH:21][C:20]([F:23])=[C:19]3[C:14]=2[CH:15]=[N:16][C:17]([CH3:24])=[N:18]3)[CH:7]=1. (2) Given the reactants [Cl:1][C:2]1[CH:7]=[C:6]([O:8][C:9]2[C:10]3[N:17]([CH3:18])[CH:16]=[CH:15][C:11]=3[N:12]=[CH:13][N:14]=2)[CH:5]=[CH:4][C:3]=1[NH:19][C:20]([NH:22][C:23]1[CH:28]=[CH:27][CH:26]=[C:25]([C:29]([F:32])([F:31])[F:30])[CH:24]=1)=[O:21].C(OCC)(=O)C.Cl, predict the reaction product. The product is: [ClH:1].[Cl:1][C:2]1[CH:7]=[C:6]([O:8][C:9]2[C:10]3[N:17]([CH3:18])[CH:16]=[CH:15][C:11]=3[N:12]=[CH:13][N:14]=2)[CH:5]=[CH:4][C:3]=1[NH:19][C:20]([NH:22][C:23]1[CH:28]=[CH:27][CH:26]=[C:25]([C:29]([F:31])([F:30])[F:32])[CH:24]=1)=[O:21]. (3) Given the reactants [CH2:1]([NH:3][C:4]([NH:6][C:7]1[S:8][C:9]2[C:15](I)=[CH:14][C:13]([C:17]3[CH:18]=[N:19][CH:20]=[CH:21][CH:22]=3)=[CH:12][C:10]=2[N:11]=1)=[O:5])[CH3:2].[CH3:23][N:24]1[CH:28]=[CH:27][CH:26]=[C:25]1[Sn](CCCC)(CCCC)CCCC, predict the reaction product. The product is: [CH2:1]([NH:3][C:4]([NH:6][C:7]1[S:8][C:9]2[C:15]([C:25]3[N:24]([CH3:23])[CH:28]=[CH:27][CH:26]=3)=[CH:14][C:13]([C:17]3[CH:18]=[N:19][CH:20]=[CH:21][CH:22]=3)=[CH:12][C:10]=2[N:11]=1)=[O:5])[CH3:2]. (4) Given the reactants [NH2:1][C@H:2]([C:5]([OH:7])=[O:6])[CH2:3][OH:4].C(=O)([O-])[O-].[K+].[K+].[CH3:14][C:15]1[CH:23]=[CH:22][C:18]([C:19](Cl)=[O:20])=[CH:17][CH:16]=1.Cl, predict the reaction product. The product is: [CH3:14][C:15]1[CH:23]=[CH:22][C:18]([C:19]([NH:1][C@H:2]([C:5]([OH:7])=[O:6])[CH2:3][OH:4])=[O:20])=[CH:17][CH:16]=1. (5) Given the reactants [Br:1][C:2]1[CH:3]=[C:4]2[C:9](=[CH:10][CH:11]=1)[N:8]=[C:7]([C:12]#N)[CH:6]=[CH:5]2.[OH-:14].[Na+].C[OH:17], predict the reaction product. The product is: [Br:1][C:2]1[CH:3]=[C:4]2[C:9](=[CH:10][CH:11]=1)[N:8]=[C:7]([C:12]([OH:17])=[O:14])[CH:6]=[CH:5]2.